This data is from Catalyst prediction with 721,799 reactions and 888 catalyst types from USPTO. The task is: Predict which catalyst facilitates the given reaction. (1) The catalyst class is: 76. Reactant: [CH2:1]([O:9][C:10]1[CH:15]=[CH:14][C:13]([CH:16]2[O:21][CH2:20][CH2:19][N:18]([CH2:22][CH2:23][OH:24])[CH2:17]2)=[CH:12][CH:11]=1)[CH2:2][CH2:3][CH2:4][CH2:5][CH2:6][CH2:7][CH3:8].N1C=NN=N1.CC#N.C(N(C(C)C)[P:37]([O:43][C:44]([CH3:47])([CH3:46])[CH3:45])[O:38][C:39]([CH3:42])([CH3:41])[CH3:40])(C)C.[OH:51]O. Product: [CH2:1]([O:9][C:10]1[CH:15]=[CH:14][C:13]([CH:16]2[O:21][CH2:20][CH2:19][N:18]([CH2:22][CH2:23][O:24][P:37](=[O:51])([O:38][C:39]([CH3:40])([CH3:41])[CH3:42])[O:43][C:44]([CH3:45])([CH3:46])[CH3:47])[CH2:17]2)=[CH:12][CH:11]=1)[CH2:2][CH2:3][CH2:4][CH2:5][CH2:6][CH2:7][CH3:8]. (2) Reactant: [O:1]=[C:2]1[CH:6]=[CH:5][C:4](=[O:7])[N:3]1[CH2:8][CH2:9][CH2:10][CH2:11][CH2:12][C:13](Cl)=[O:14].[CH3:16][NH:17][C:18]([CH3:23])([C:20]([OH:22])=[O:21])[CH3:19].C(N(CC)CC)C. Product: [O:1]=[C:2]1[CH:6]=[CH:5][C:4](=[O:7])[N:3]1[CH2:8][CH2:9][CH2:10][CH2:11][CH2:12][C:13]([N:17]([CH3:16])[C:18]([CH3:23])([C:20]([OH:22])=[O:21])[CH3:19])=[O:14]. The catalyst class is: 4. (3) Reactant: [CH3:1][S:2]([NH:5][C:6]1[CH:11]=[CH:10][C:9]([CH2:12][CH2:13][C:14]([O:16][CH3:17])=[O:15])=[CH:8][CH:7]=1)(=[O:4])=[O:3].[C:18](O[C:18]([O:20][C:21]([CH3:24])([CH3:23])[CH3:22])=[O:19])([O:20][C:21]([CH3:24])([CH3:23])[CH3:22])=[O:19]. Product: [C:21]([O:20][C:18]([N:5]([C:6]1[CH:7]=[CH:8][C:9]([CH2:12][CH2:13][C:14]([O:16][CH3:17])=[O:15])=[CH:10][CH:11]=1)[S:2]([CH3:1])(=[O:4])=[O:3])=[O:19])([CH3:24])([CH3:23])[CH3:22]. The catalyst class is: 64. (4) Reactant: C[O:2][C:3](=[O:27])[CH2:4][C:5]1[C:13]2[C:8](=[N:9][CH:10]=[CH:11][CH:12]=2)[N:7]([CH2:14][C:15]2[CH:20]=[CH:19][C:18]([C:21]([F:24])([F:23])[F:22])=[CH:17][CH:16]=2)[C:6]=1[CH2:25][CH3:26].COC(=O)CC1C2C(=NC=CC=2)NC=1CC.CCN(P1(N(C)CCCN1C)=NC(C)(C)C)CC.FC(F)(F)C1C=CC(CBr)=CC=1. Product: [CH2:25]([C:6]1[N:7]([CH2:14][C:15]2[CH:16]=[CH:17][C:18]([C:21]([F:24])([F:22])[F:23])=[CH:19][CH:20]=2)[C:8]2=[N:9][CH:10]=[CH:11][CH:12]=[C:13]2[C:5]=1[CH2:4][C:3]([OH:27])=[O:2])[CH3:26]. The catalyst class is: 18. (5) Reactant: [NH2:1][C:2]1[N:6]([CH3:7])[N:5]=[CH:4][C:3]=1[CH2:8][N:9]([CH2:27][CH2:28][NH:29][C:30]([C:43]1[CH:48]=[CH:47][CH:46]=[CH:45][CH:44]=1)([C:37]1[CH:42]=[CH:41][CH:40]=[CH:39][CH:38]=1)[C:31]1[CH:36]=[CH:35][CH:34]=[CH:33][CH:32]=1)[C:10]([NH:19][C:20]([O:22][C:23]([CH3:26])([CH3:25])[CH3:24])=[O:21])=[N:11][C:12]([O:14][C:15]([CH3:18])([CH3:17])[CH3:16])=[O:13].[C:49]1([C:55](Cl)([C:62]2[CH:67]=[CH:66][CH:65]=[CH:64][CH:63]=2)[C:56]2[CH:61]=[CH:60][CH:59]=[CH:58][CH:57]=2)[CH:54]=[CH:53][CH:52]=[CH:51][CH:50]=1.C(Cl)(Cl)Cl. Product: [C:15]([O:14][C:12]([NH:11][C:10](=[N:19][C:20]([O:22][C:23]([CH3:24])([CH3:26])[CH3:25])=[O:21])[N:9]([CH2:8][C:3]1[CH:4]=[N:5][N:6]([CH3:7])[C:2]=1[NH:1][C:55]([C:49]1[CH:54]=[CH:53][CH:52]=[CH:51][CH:50]=1)([C:62]1[CH:63]=[CH:64][CH:65]=[CH:66][CH:67]=1)[C:56]1[CH:57]=[CH:58][CH:59]=[CH:60][CH:61]=1)[CH2:27][CH2:28][NH:29][C:30]([C:31]1[CH:32]=[CH:33][CH:34]=[CH:35][CH:36]=1)([C:37]1[CH:42]=[CH:41][CH:40]=[CH:39][CH:38]=1)[C:43]1[CH:48]=[CH:47][CH:46]=[CH:45][CH:44]=1)=[O:13])([CH3:16])([CH3:17])[CH3:18]. The catalyst class is: 17. (6) Reactant: [Cl:1][C:2]1[N:3]=[N:4][C:5]([Cl:11])=[CH:6][C:7]=1[C:8]([OH:10])=[O:9].C(Cl)Cl.[CH2:15](O)[CH3:16]. Product: [Cl:1][C:2]1[N:3]=[N:4][C:5]([Cl:11])=[CH:6][C:7]=1[C:8]([O:10][CH2:15][CH3:16])=[O:9]. The catalyst class is: 309. (7) Reactant: [C:1]([O:5][C:6]([C:8]1[S:12][C:11]([C:13]([OH:15])=O)=[CH:10][CH:9]=1)=[O:7])([CH3:4])([CH3:3])[CH3:2].C(NC(C1SC(C(O)=O)=CC=1)=O)C.CN(C(ON1N=NC2C=CC=NC1=2)=[N+](C)C)C.F[P-](F)(F)(F)(F)F.CCN(C(C)C)C(C)C.FC(F)(F)C(O)=O.[NH2:69][CH2:70][CH2:71][CH:72]1[CH2:77][CH2:76][N:75]([C:78]2[C:79]3[S:86][C:85]([C:87]([NH2:89])=[O:88])=[CH:84][C:80]=3[N:81]=[CH:82][N:83]=2)[CH2:74][CH2:73]1. Product: [C:87]([C:85]1[S:86][C:79]2[C:78]([N:75]3[CH2:74][CH2:73][CH:72]([CH2:71][CH2:70][NH:69][C:13]([C:11]4[S:12][C:8]([C:6]([O:5][C:1]([CH3:2])([CH3:3])[CH3:4])=[O:7])=[CH:9][CH:10]=4)=[O:15])[CH2:77][CH2:76]3)=[N:83][CH:82]=[N:81][C:80]=2[CH:84]=1)(=[O:88])[NH2:89]. The catalyst class is: 18. (8) Reactant: [CH3:1][N:2]([CH2:4][C:5]1([C:11]2[CH:16]=[CH:15][C:14]([OH:17])=[CH:13][CH:12]=2)[CH2:10][CH2:9][O:8][CH2:7][CH2:6]1)[CH3:3].Cl[CH2:19][CH:20]([CH3:27])[CH2:21][N:22]1[CH2:26][CH2:25][CH2:24][CH2:23]1.C([O-])([O-])=O.[K+].[K+]. Product: [CH3:3][N:2]([CH3:1])[CH2:4][C:5]1([C:11]2[CH:16]=[CH:15][C:14]([O:17][CH2:19][CH:20]([CH3:27])[CH2:21][N:22]3[CH2:26][CH2:25][CH2:24][CH2:23]3)=[CH:13][CH:12]=2)[CH2:6][CH2:7][O:8][CH2:9][CH2:10]1. The catalyst class is: 3. (9) The catalyst class is: 7. Reactant: Br[C:2]1[C:3]([CH3:9])=[N:4][N:5]([CH3:8])[C:6]=1[CH3:7].C([Li])CCC.[CH2:15]([O:22][C:23]([N:25]1[CH2:29][C@@H:28]([O:30][Si:31]([C:34]([CH3:37])([CH3:36])[CH3:35])([CH3:33])[CH3:32])[CH2:27][C@@H:26]1[CH:38]=[O:39])=[O:24])[C:16]1[CH:21]=[CH:20][CH:19]=[CH:18][CH:17]=1. Product: [CH2:15]([O:22][C:23]([N:25]1[CH2:29][C@@H:28]([O:30][Si:31]([C:34]([CH3:35])([CH3:36])[CH3:37])([CH3:33])[CH3:32])[CH2:27][C@@H:26]1[CH:38]([OH:39])[C:2]1[C:3]([CH3:9])=[N:4][N:5]([CH3:8])[C:6]=1[CH3:7])=[O:24])[C:16]1[CH:21]=[CH:20][CH:19]=[CH:18][CH:17]=1.